This data is from Full USPTO retrosynthesis dataset with 1.9M reactions from patents (1976-2016). The task is: Predict the reactants needed to synthesize the given product. (1) Given the product [CH3:32][S:33]([O:1][CH2:2][CH:3]1[C:31]2[C:26](=[CH:27][CH:28]=[CH:29][CH:30]=2)[O:25][C:5]2([CH2:10][CH2:9][N:8]([C:11](=[O:12])[C:13]3[CH:18]=[CH:17][C:16]([O:19][CH:20]([CH3:21])[CH3:22])=[C:15]([O:23][CH3:24])[CH:14]=3)[CH2:7][CH2:6]2)[CH2:4]1)(=[O:35])=[O:34], predict the reactants needed to synthesize it. The reactants are: [OH:1][CH2:2][CH:3]1[C:31]2[C:26](=[CH:27][CH:28]=[CH:29][CH:30]=2)[O:25][C:5]2([CH2:10][CH2:9][N:8]([C:11]([C:13]3[CH:18]=[CH:17][C:16]([O:19][CH:20]([CH3:22])[CH3:21])=[C:15]([O:23][CH3:24])[CH:14]=3)=[O:12])[CH2:7][CH2:6]2)[CH2:4]1.[CH3:32][S:33](Cl)(=[O:35])=[O:34].O. (2) Given the product [Cl:21][C:18]1[CH:19]=[CH:20][C:15]([O:14][CH2:13][CH:11]2[O:10][N:9]=[C:8]([C:5]([C:2]([CH3:4])([CH3:3])[CH3:1])([OH:6])[CH2:7][N:22]3[CH:26]=[N:25][CH:24]=[N:23]3)[CH2:12]2)=[CH:16][CH:17]=1, predict the reactants needed to synthesize it. The reactants are: [CH3:1][C:2]([C:5]1([C:8]2[CH2:12][CH:11]([CH2:13][O:14][C:15]3[CH:20]=[CH:19][C:18]([Cl:21])=[CH:17][CH:16]=3)[O:10][N:9]=2)[CH2:7][O:6]1)([CH3:4])[CH3:3].[NH:22]1[CH:26]=[N:25][CH:24]=[N:23]1. (3) The reactants are: [CH:1]1([C:6]([OH:8])=O)[CH2:5][CH2:4][CH2:3][CH2:2]1.CN(C(ON1N=NC2C=CC=CC1=2)=[N+](C)C)C.[B-](F)(F)(F)F.CCN(C(C)C)C(C)C.[C:40]([C:42]1[CH:43]=[C:44]([CH:64]=[CH:65][CH:66]=1)[C:45]([NH:47][C:48]1[CH:49]=[C:50]2[C:54](=[CH:55][CH:56]=1)[N:53]([CH3:57])[CH:52]=[C:51]2[CH:58]1[CH2:63][CH2:62][NH:61][CH2:60][CH2:59]1)=[O:46])#[N:41]. Given the product [C:40]([C:42]1[CH:43]=[C:44]([CH:64]=[CH:65][CH:66]=1)[C:45]([NH:47][C:48]1[CH:49]=[C:50]2[C:54](=[CH:55][CH:56]=1)[N:53]([CH3:57])[CH:52]=[C:51]2[CH:58]1[CH2:63][CH2:62][N:61]([C:6]([CH:1]2[CH2:2][CH2:3][CH2:4][CH2:5]2)=[O:8])[CH2:60][CH2:59]1)=[O:46])#[N:41], predict the reactants needed to synthesize it. (4) Given the product [C:20]([C:23]1[CH:27]=[C:26]([C:28]([NH:1][C@H:2]([CH3:19])[CH2:3][N:4]2[CH:8]=[CH:7][C:6]([C:9]3[CH:10]=[C:11]([F:18])[C:12]([C:13]#[N:14])=[C:15]([F:17])[CH:16]=3)=[N:5]2)=[O:29])[NH:25][N:24]=1)(=[O:22])[CH3:21], predict the reactants needed to synthesize it. The reactants are: [NH2:1][C@H:2]([CH3:19])[CH2:3][N:4]1[CH:8]=[CH:7][C:6]([C:9]2[CH:16]=[C:15]([F:17])[C:12]([C:13]#[N:14])=[C:11]([F:18])[CH:10]=2)=[N:5]1.[C:20]([C:23]1[CH:27]=[C:26]([C:28](O)=[O:29])[NH:25][N:24]=1)(=[O:22])[CH3:21]. (5) Given the product [Br:1][C:2]1[C:3](=[O:25])[N:4]([CH2:17][C:18]2[CH:23]=[CH:22][CH:21]=[C:20]([F:24])[CH:19]=2)[C:5]([CH3:16])=[CH:6][C:7]=1[CH2:8][CH2:9][C:10]1[CH:15]=[CH:14][CH:13]=[CH:12][CH:11]=1, predict the reactants needed to synthesize it. The reactants are: [Br:1][C:2]1[C:3](=[O:25])[N:4]([CH2:17][C:18]2[CH:23]=[CH:22][CH:21]=[C:20]([F:24])[CH:19]=2)[C:5]([CH3:16])=[CH:6][C:7]=1[C:8]#[C:9][C:10]1[CH:15]=[CH:14][CH:13]=[CH:12][CH:11]=1.FC(F)(F)S(OC1C=C(C)N(CC2C=CC=C(F)C=2)C(=O)C=1Br)(=O)=O.C1(C#C)C=CC=CC=1. (6) Given the product [CH3:14][O:13][C:11](=[O:12])[C:10]([NH:1][C:2]1[CH:7]=[CH:6][C:5]([CH3:8])=[CH:4][N:3]=1)=[O:15], predict the reactants needed to synthesize it. The reactants are: [NH2:1][C:2]1[CH:7]=[CH:6][C:5]([CH3:8])=[CH:4][N:3]=1.Cl[C:10](=[O:15])[C:11]([O:13][CH3:14])=[O:12]. (7) Given the product [Br:1][CH2:2][CH2:3][CH2:4][CH2:5][CH2:6][CH2:7][CH2:8][C:9]([CH3:16])([CH3:15])[CH2:10][OH:11], predict the reactants needed to synthesize it. The reactants are: [Br:1][CH2:2][CH2:3][CH2:4][CH2:5][CH2:6][CH2:7][CH2:8][C:9]([CH3:16])([CH3:15])[C:10](OCC)=[O:11].[H-].C([Al+]CC(C)C)C(C)C.